The task is: Predict the product of the given reaction.. This data is from Forward reaction prediction with 1.9M reactions from USPTO patents (1976-2016). (1) Given the reactants [OH-].[Na+].[CH3:3][O:4][C:5]1[CH:10]=[C:9]([CH3:11])[C:8]([S:12]([N:15]2[C:24]3[C:19](=[CH:20][CH:21]=[CH:22][CH:23]=3)[CH2:18][CH2:17][CH:16]2[CH2:25][OH:26])(=[O:14])=[O:13])=[C:7]([CH3:27])[CH:6]=1.BrCC(O[C:33]([CH3:36])([CH3:35])C)=O.F[C:38](F)(F)[C:39]([OH:41])=O.COC1C=C(C)C(S(N2C3C(=CC=CC=3)CCC2COCC(OC(C)(C)C)=O)(=O)=O)=C(C)C=1.COC1C=C(C)C(S(N2C3C(=CC=CC=3)CCC2COCC(O)=O)(=O)=O)=C(C)C=1.C(N(C(C)C)CC)(C)C.ON1C2C=CC=CC=2N=N1.Cl.C(N=C=NC[CH2:132][CH2:133][N:134]([CH3:136])C)C.CN1CCC([N:144]2[CH2:149][CH2:148][NH:147][CH2:146][CH2:145]2)CC1, predict the reaction product. The product is: [CH3:3][O:4][C:5]1[CH:6]=[C:7]([CH3:27])[C:8]([S:12]([N:15]2[C:24]3[C:19](=[CH:20][CH:21]=[CH:22][CH:23]=3)[CH2:18][CH2:17][CH:16]2[CH2:25][O:26][CH2:38][C:39]([N:144]2[CH2:149][CH2:148][N:147]([CH:35]3[CH2:33][CH2:36][N:134]([CH3:136])[CH2:133][CH2:132]3)[CH2:146][CH2:145]2)=[O:41])(=[O:13])=[O:14])=[C:9]([CH3:11])[CH:10]=1. (2) Given the reactants [NH2:1][C@H:2]([CH2:12][F:13])[C@@H:3]([C:5]1[CH:10]=[CH:9][C:8]([I:11])=[CH:7][CH:6]=1)[OH:4].[CH3:14][C:15]([CH3:17])=O, predict the reaction product. The product is: [F:13][CH2:12][C@@H:2]1[C@@H:3]([C:5]2[CH:10]=[CH:9][C:8]([I:11])=[CH:7][CH:6]=2)[O:4][C:15]([CH3:17])([CH3:14])[NH:1]1. (3) Given the reactants [C:1]([C:3]1[CH:25]=[CH:24][C:6]([CH2:7][NH:8][C:9](=[O:23])[CH:10]([C:13]2[C:18]([F:19])=[CH:17][C:16]([O:20][CH3:21])=[CH:15][C:14]=2[F:22])[O:11][CH3:12])=[C:5]([OH:26])[CH:4]=1)#[N:2].Cl[CH2:28][C:29]([NH:31][CH3:32])=[O:30].C(=O)([O-])[O-].[Cs+].[Cs+], predict the reaction product. The product is: [C:1]([C:3]1[CH:25]=[CH:24][C:6]([CH2:7][NH:8][C:9](=[O:23])[CH:10]([C:13]2[C:14]([F:22])=[CH:15][C:16]([O:20][CH3:21])=[CH:17][C:18]=2[F:19])[O:11][CH3:12])=[C:5]([O:26][CH2:28][C:29](=[O:30])[NH:31][CH3:32])[CH:4]=1)#[N:2]. (4) Given the reactants [F:1][C:2]1([F:33])[O:6][C:5]2[CH:7]=[CH:8][C:9]([C:11]3([C:14]([NH:16][C@H:17]4[CH2:22][CH2:21][O:20][C@@H:19]([C:23]5[CH:32]=[CH:31][CH:30]=[CH:29][C:24]=5[C:25]([O:27]C)=[O:26])[CH2:18]4)=[O:15])[CH2:13][CH2:12]3)=[CH:10][C:4]=2[O:3]1.[OH-].[Na+], predict the reaction product. The product is: [F:33][C:2]1([F:1])[O:6][C:5]2[CH:7]=[CH:8][C:9]([C:11]3([C:14]([NH:16][C@H:17]4[CH2:22][CH2:21][O:20][C@@H:19]([C:23]5[CH:32]=[CH:31][CH:30]=[CH:29][C:24]=5[C:25]([OH:27])=[O:26])[CH2:18]4)=[O:15])[CH2:13][CH2:12]3)=[CH:10][C:4]=2[O:3]1. (5) The product is: [Br:1][C:2]1[CH:3]=[C:4]2[N:9]=[C:21]([C:19]3[N:18]=[N:17][N:16]([C:10]4[CH:11]=[CH:12][CH:13]=[CH:14][CH:15]=4)[CH:20]=3)[NH:8][C:5]2=[N:6][CH:7]=1. Given the reactants [Br:1][C:2]1[CH:3]=[C:4]([NH2:9])[C:5]([NH2:8])=[N:6][CH:7]=1.[C:10]1([N:16]2[CH:20]=[C:19]([CH:21]=O)[N:18]=[N:17]2)[CH:15]=[CH:14][CH:13]=[CH:12][CH:11]=1, predict the reaction product. (6) The product is: [C:1]([C:5]1[N:10]=[C:9]([N:11]2[CH2:16][CH2:15][N:14]([CH2:17][CH2:18][CH2:19][CH2:20][NH:21][C:31]([N:44]3[CH2:45][CH2:46][N:41]([CH:38]([CH3:40])[CH3:39])[CH2:42][CH2:43]3)=[O:32])[CH2:13][CH2:12]2)[CH:8]=[C:7]([C:22]([F:24])([F:25])[F:23])[N:6]=1)([CH3:4])([CH3:2])[CH3:3]. Given the reactants [C:1]([C:5]1[N:10]=[C:9]([N:11]2[CH2:16][CH2:15][N:14]([CH2:17][CH2:18][CH2:19][CH2:20][NH2:21])[CH2:13][CH2:12]2)[CH:8]=[C:7]([C:22]([F:25])([F:24])[F:23])[N:6]=1)([CH3:4])([CH3:3])[CH3:2].C1N=CN([C:31](N2C=NC=C2)=[O:32])C=1.[CH:38]([N:41]1[CH2:46][CH2:45][NH:44][CH2:43][CH2:42]1)([CH3:40])[CH3:39], predict the reaction product.